This data is from Catalyst prediction with 721,799 reactions and 888 catalyst types from USPTO. The task is: Predict which catalyst facilitates the given reaction. (1) Reactant: Cl.Cl.[F:3][C:4]1[CH:9]=[CH:8][C:7]([C:10]2[C:19]3[CH2:18][NH:17][CH2:16][C:15]([CH3:21])([CH3:20])[C:14]=3[N:13]=[C:12]([CH:22]([CH3:24])[CH3:23])[C:11]=2[CH:25]([OH:30])[C:26]([O:28][CH3:29])=[O:27])=[CH:6][CH:5]=1.CCN(CC)CC.[F:45][C:44]([F:47])([F:46])[C:43](O[C:43](=[O:48])[C:44]([F:47])([F:46])[F:45])=[O:48].C(O[C:55]([CH3:58])([CH3:57])[CH3:56])(=O)C.Cl(O)(=O)(=O)=O. Product: [C:55]([O:30][CH:25]([C:11]1[C:12]([CH:22]([CH3:24])[CH3:23])=[N:13][C:14]2[C:15]([CH3:20])([CH3:21])[CH2:16][N:17]([C:43](=[O:48])[C:44]([F:45])([F:46])[F:47])[CH2:18][C:19]=2[C:10]=1[C:7]1[CH:8]=[CH:9][C:4]([F:3])=[CH:5][CH:6]=1)[C:26]([O:28][CH3:29])=[O:27])([CH3:58])([CH3:57])[CH3:56]. The catalyst class is: 158. (2) Reactant: Br[C:2]1[CH:3]=[C:4]([NH:10][C:11]2[N:12]=[N:13][C:14]([C:17]([F:20])([F:19])[F:18])=[CH:15][CH:16]=2)[C:5](=[O:9])[N:6]([CH3:8])[CH:7]=1.[C:21]([O:24][CH2:25][C:26]1[C:27]([N:41]2[CH2:52][CH2:51][N:50]3[C:43](=[CH:44][C:45]4[CH2:46][C:47]([CH3:54])([CH3:53])[CH2:48][C:49]=43)[C:42]2=[O:55])=[N:28][CH:29]=[CH:30][C:31]=1B1OC(C)(C)C(C)(C)O1)(=[O:23])[CH3:22].CC(O[Na])=O.[O-]P([O-])([O-])=O.[K+].[K+].[K+]. Product: [C:21]([O:24][CH2:25][C:26]1[C:27]([N:41]2[CH2:52][CH2:51][N:50]3[C:43](=[CH:44][C:45]4[CH2:46][C:47]([CH3:54])([CH3:53])[CH2:48][C:49]=43)[C:42]2=[O:55])=[N:28][CH:29]=[CH:30][C:31]=1[C:2]1[CH:3]=[C:4]([NH:10][C:11]2[N:12]=[N:13][C:14]([C:17]([F:20])([F:19])[F:18])=[CH:15][CH:16]=2)[C:5](=[O:9])[N:6]([CH3:8])[CH:7]=1)(=[O:23])[CH3:22]. The catalyst class is: 379. (3) Reactant: [F:1][C:2]1[CH:3]=[CH:4][C:5]([CH2:10][CH2:11][C:12]2[CH:17]=[CH:16][C:15]([O:18][CH3:19])=[CH:14][CH:13]=2)=[C:6]([CH2:8]O)[CH:7]=1.[Br-:20].[C:21]1([PH+:27]([C:34]2[CH:39]=[CH:38][CH:37]=[CH:36][CH:35]=2)[C:28]2[CH:33]=[CH:32][CH:31]=[CH:30][CH:29]=2)[CH:26]=[CH:25][CH:24]=[CH:23][CH:22]=1. Product: [Br-:20].[F:1][C:2]1[CH:3]=[CH:4][C:5]([CH2:10][CH2:11][C:12]2[CH:17]=[CH:16][C:15]([O:18][CH3:19])=[CH:14][CH:13]=2)=[C:6]([CH:7]=1)[CH2:8][P+:27]([C:28]1[CH:29]=[CH:30][CH:31]=[CH:32][CH:33]=1)([C:34]1[CH:39]=[CH:38][CH:37]=[CH:36][CH:35]=1)[C:21]1[CH:22]=[CH:23][CH:24]=[CH:25][CH:26]=1. The catalyst class is: 10. (4) Reactant: [CH3:1][N:2]([C:4]([O:8][N:9]1[N:17]=[N:16][C:11]2[CH:12]=[CH:13][CH:14]=[CH:15][C:10]1=2)=[N+:5]([CH3:7])[CH3:6])[CH3:3].[B-:18]([F:22])([F:21])([F:20])[F:19].OC1C2N=NNC=2C=CC=1.CCN(C(C)C)C(C)C. Product: [CH3:7][N:5]([C:4]([O:8][N:9]1[N:17]=[N:16][C:11]2[CH:12]=[CH:13][CH:14]=[CH:15][C:10]1=2)=[N+:2]([CH3:1])[CH3:3])[CH3:6].[B-:18]([F:22])([F:21])([F:20])[F:19].[CH:13]1[CH:14]=[CH:15][C:10]2[N:9]([OH:8])[N:17]=[N:16][C:11]=2[CH:12]=1. The catalyst class is: 37. (5) Reactant: Cl[C:2]1[N:7]=[C:6]([NH:8][C@@H:9]2[CH2:14][CH2:13][CH2:12][CH2:11][C@@H:10]2[NH:15][C:16](=[O:22])[O:17][C:18]([CH3:21])([CH3:20])[CH3:19])[CH:5]=[N:4][C:3]=1[C:23]#[N:24].[NH2:25][C:26]1[CH:33]=[CH:32][C:29]([C:30]#[N:31])=[CH:28][CH:27]=1.C([O-])([O-])=O.[K+].[K+].C1C=CC(P(C2C(C3C(P(C4C=CC=CC=4)C4C=CC=CC=4)=CC=C4C=3C=CC=C4)=C3C(C=CC=C3)=CC=2)C2C=CC=CC=2)=CC=1. Product: [C:23]([C:3]1[N:4]=[CH:5][C:6]([NH:8][C@@H:9]2[CH2:14][CH2:13][CH2:12][CH2:11][C@@H:10]2[NH:15][C:16](=[O:22])[O:17][C:18]([CH3:21])([CH3:20])[CH3:19])=[N:7][C:2]=1[NH:25][C:26]1[CH:33]=[CH:32][C:29]([C:30]#[N:31])=[CH:28][CH:27]=1)#[N:24]. The catalyst class is: 231.